This data is from Full USPTO retrosynthesis dataset with 1.9M reactions from patents (1976-2016). The task is: Predict the reactants needed to synthesize the given product. Given the product [CH:20]1[C:21]2[C:26](=[CH:25][CH:24]=[CH:23][CH:22]=2)[CH:27]=[C:18]([C:9]2[O:10][C:11]3[C:16]([C:7](=[N:6][OH:5])[CH:8]=2)=[CH:15][C:14]([NH:38][CH2:37][CH2:36][CH2:35][N:32]2[CH2:31][CH2:30][N:29]([CH3:28])[CH2:34][CH2:33]2)=[CH:13][CH:12]=3)[N:19]=1, predict the reactants needed to synthesize it. The reactants are: C([O:5][N:6]=[C:7]1[C:16]2[C:11](=[CH:12][CH:13]=[C:14](Br)[CH:15]=2)[O:10][C:9]([C:18]2[N:19]=[CH:20][C:21]3[C:26]([CH:27]=2)=[CH:25][CH:24]=[CH:23][CH:22]=3)=[CH:8]1)(C)(C)C.[CH3:28][N:29]1[CH2:34][CH2:33][N:32]([CH2:35][CH2:36][CH2:37][NH2:38])[CH2:31][CH2:30]1.